This data is from Peptide-MHC class II binding affinity with 134,281 pairs from IEDB. The task is: Regression. Given a peptide amino acid sequence and an MHC pseudo amino acid sequence, predict their binding affinity value. This is MHC class II binding data. (1) The peptide sequence is MPVTAASAAQ. The MHC is H-2-IAd with pseudo-sequence H-2-IAd. The binding affinity (normalized) is 0.338. (2) The binding affinity (normalized) is 0.413. The MHC is DRB3_0202 with pseudo-sequence DRB3_0202. The peptide sequence is LSPILFECLIHPMLG. (3) The peptide sequence is RQLQKIERWFVRNPF. The MHC is HLA-DQA10102-DQB10501 with pseudo-sequence HLA-DQA10102-DQB10501. The binding affinity (normalized) is 0. (4) The peptide sequence is DPMVQIPRLVANNTR. The MHC is DRB1_1302 with pseudo-sequence DRB1_1302. The binding affinity (normalized) is 0.195. (5) The peptide sequence is MLHWSLILPGIKAQQ. The MHC is HLA-DQA10201-DQB10402 with pseudo-sequence HLA-DQA10201-DQB10402. The binding affinity (normalized) is 0.344. (6) The peptide sequence is NKVSRAMFVEDIAMG. The MHC is DRB1_0101 with pseudo-sequence DRB1_0101. The binding affinity (normalized) is 0.763. (7) The binding affinity (normalized) is 0.437. The peptide sequence is RDCLIAHGAANTITE. The MHC is DRB1_1101 with pseudo-sequence DRB1_1101. (8) The peptide sequence is ASIVKASFEEGKCGL. The MHC is DRB1_0801 with pseudo-sequence DRB1_0801. The binding affinity (normalized) is 0. (9) The peptide sequence is AFILDGDNLFPKY. The MHC is DRB3_0101 with pseudo-sequence DRB3_0101. The binding affinity (normalized) is 0.825.